Dataset: Peptide-MHC class I binding affinity with 185,985 pairs from IEDB/IMGT. Task: Regression. Given a peptide amino acid sequence and an MHC pseudo amino acid sequence, predict their binding affinity value. This is MHC class I binding data. The peptide sequence is GDEALTGFL. The MHC is HLA-B44:02 with pseudo-sequence HLA-B44:02. The binding affinity (normalized) is 0.119.